This data is from Forward reaction prediction with 1.9M reactions from USPTO patents (1976-2016). The task is: Predict the product of the given reaction. (1) Given the reactants [CH:1](=O)[C:2]1[CH:7]=[CH:6][CH:5]=[CH:4][CH:3]=1.[NH:9]1[C:13]2[CH:14]=[CH:15][CH:16]=[CH:17][C:12]=2[N:11]=[C:10]1[CH2:18][N:19]([CH:29]1[C:38]2[N:37]=[CH:36][CH:35]=[CH:34][C:33]=2[CH2:32][CH2:31][CH2:30]1)[CH2:20][C:21]1[CH:26]=[CH:25][C:24]([CH2:27][NH2:28])=[CH:23][CH:22]=1.[BH4-].[Na+], predict the reaction product. The product is: [CH2:1]([NH:28][CH2:27][C:24]1[CH:25]=[CH:26][C:21]([CH2:20][N:19]([CH2:18][C:10]2[NH:9][C:13]3[CH:14]=[CH:15][CH:16]=[CH:17][C:12]=3[N:11]=2)[CH:29]2[C:38]3[N:37]=[CH:36][CH:35]=[CH:34][C:33]=3[CH2:32][CH2:31][CH2:30]2)=[CH:22][CH:23]=1)[C:2]1[CH:7]=[CH:6][CH:5]=[CH:4][CH:3]=1. (2) Given the reactants Cl[C:2]1[C:11]2[C:6](=[C:7]([C:12]([NH:14][C:15]3[C:20]([F:21])=[CH:19][CH:18]=[C:17]([NH:22][S:23]([CH2:26][CH2:27][CH3:28])(=[O:25])=[O:24])[C:16]=3[F:29])=[O:13])[CH:8]=[CH:9][CH:10]=2)[N:5]=[CH:4][N:3]=1.C([SnH](CCCC)CCCC)CCC, predict the reaction product. The product is: [F:29][C:16]1[C:17]([NH:22][S:23]([CH2:26][CH2:27][CH3:28])(=[O:24])=[O:25])=[CH:18][CH:19]=[C:20]([F:21])[C:15]=1[NH:14][C:12]([C:7]1[CH:8]=[CH:9][CH:10]=[C:11]2[C:6]=1[N:5]=[CH:4][N:3]=[CH:2]2)=[O:13]. (3) Given the reactants [Cl:1][C:2]1[CH:3]=[C:4]([N:10]2[CH:22]([CH:23]3[CH2:27][CH2:26][CH2:25][CH2:24]3)[CH:21]3[C:12]([C:13]4[CH:14]=[CH:15][C:16]([C:28](OC)=[O:29])=[N:17][C:18]=4[CH2:19][CH2:20]3)=[N:11]2)[CH:5]=[CH:6][C:7]=1[C:8]#[N:9].[CH3:32][NH2:33], predict the reaction product. The product is: [Cl:1][C:2]1[CH:3]=[C:4]([N:10]2[CH:22]([CH:23]3[CH2:27][CH2:26][CH2:25][CH2:24]3)[CH:21]3[C:12]([C:13]4[CH:14]=[CH:15][C:16]([C:28]([NH:33][CH3:32])=[O:29])=[N:17][C:18]=4[CH2:19][CH2:20]3)=[N:11]2)[CH:5]=[CH:6][C:7]=1[C:8]#[N:9]. (4) Given the reactants [CH3:1][C:2]1([CH3:9])[CH2:7][CH2:6][CH2:5][C:4](=[O:8])[CH2:3]1.[H-].[Na+].[C:12](=O)([O:15]C)[O:13][CH3:14], predict the reaction product. The product is: [CH3:1][C:2]1([CH3:9])[CH2:7][CH2:6][CH:5]([C:12]([O:13][CH3:14])=[O:15])[C:4](=[O:8])[CH2:3]1. (5) Given the reactants [CH3:1][S:2][C:3]1[N:8]=[C:7]([NH:9][CH2:10][C:11]2[CH:16]=[CH:15][C:14]([O:17][CH3:18])=[C:13]([Cl:19])[CH:12]=2)[C:6]([C:20]([OH:22])=[O:21])=[CH:5][N:4]=1.ClC1C=C(Cl)C=C(Cl)C=1C(Cl)=O.CN(C1C=CC=CN=1)C.[N:44]1[CH:49]=[CH:48][CH:47]=[CH:46][C:45]=1[CH2:50]O, predict the reaction product. The product is: [CH3:1][S:2][C:3]1[N:8]=[C:7]([NH:9][CH2:10][C:11]2[CH:16]=[CH:15][C:14]([O:17][CH3:18])=[C:13]([Cl:19])[CH:12]=2)[C:6]([C:20]([O:22][CH2:50][C:45]2[CH:46]=[CH:47][CH:48]=[CH:49][N:44]=2)=[O:21])=[CH:5][N:4]=1.